This data is from Catalyst prediction with 721,799 reactions and 888 catalyst types from USPTO. The task is: Predict which catalyst facilitates the given reaction. (1) Product: [Cl:1][C:2]1[C:7]([O:8][C:11](=[O:13])[CH3:12])=[C:6]([F:9])[C:5]([CH3:10])=[CH:4][CH:3]=1. The catalyst class is: 17. Reactant: [Cl:1][C:2]1[C:7]([OH:8])=[C:6]([F:9])[C:5]([CH3:10])=[CH:4][CH:3]=1.[C:11](OC(=O)C)(=[O:13])[CH3:12]. (2) Reactant: [Cl-].[Cl-].[Cl-].[Al+3].[F:5][C:6]1[C:23]([NH:24][S:25]([CH2:28][CH2:29][CH3:30])(=[O:27])=[O:26])=[CH:22][CH:21]=[C:20]([F:31])[C:7]=1[C:8]([NH:10][C:11]1[CH:12]=[C:13]2[CH:19]=[CH:18][NH:17][C:14]2=[N:15][CH:16]=1)=[O:9].[Cl:32][C:33]1[CH:34]=[C:35]([CH:39]=[CH:40][C:41]=1[Cl:42])[C:36](Cl)=[O:37].C[N+]([O-])=O. Product: [Cl:32][C:33]1[CH:34]=[C:35]([CH:39]=[CH:40][C:41]=1[Cl:42])[C:36]([C:19]1[C:13]2[C:14](=[N:15][CH:16]=[C:11]([NH:10][C:8](=[O:9])[C:7]3[C:20]([F:31])=[CH:21][CH:22]=[C:23]([NH:24][S:25]([CH2:28][CH2:29][CH3:30])(=[O:27])=[O:26])[C:6]=3[F:5])[CH:12]=2)[NH:17][CH:18]=1)=[O:37]. The catalyst class is: 2.